From a dataset of Choline transporter screen with 302,306 compounds. Binary Classification. Given a drug SMILES string, predict its activity (active/inactive) in a high-throughput screening assay against a specified biological target. (1) The molecule is FC(F)(F)c1cc([N+]([O-])=O)c(N2CCCNCC2)c([N+]([O-])=O)c1. The result is 1 (active). (2) The drug is Clc1c(c2oc(nn2)c2ccccc2)ccc(Cl)c1. The result is 0 (inactive). (3) The drug is FC(F)(F)c1oc2c(c(=O)c1c1c(OC)cccc1)ccc(OC(=O)c1c(c([N+]([O-])=O)ccc1)C)c2. The result is 0 (inactive). (4) The compound is o1c(N2CCCCC2)ccc1/C=N\NC(=O)C(O)(c1ccccc1)c1ccccc1. The result is 0 (inactive). (5) The drug is O(c1c2c(CC)cc(oc2cc(c1)C)=O)C(C(=O)NCc1ccncc1)C. The result is 0 (inactive). (6) The compound is Clc1c(C(=O)Nc2ccc(S(=O)(=O)NCCCOCC)cc2)ccc([N+]([O-])=O)c1. The result is 1 (active). (7) The molecule is S=C(NCC(C)C)Nc1c(F)cccc1. The result is 0 (inactive). (8) The drug is s1c(NC(CC)C)nc(c2cc3NC(=O)COc3cc2)c1. The result is 0 (inactive).